This data is from Tyrosyl-DNA phosphodiesterase HTS with 341,365 compounds. The task is: Binary Classification. Given a drug SMILES string, predict its activity (active/inactive) in a high-throughput screening assay against a specified biological target. (1) The drug is S(CC(=O)c1c2c([nH]c1C)cccc2)c1ncccc1. The result is 0 (inactive). (2) The drug is S(=O)(=O)(Nc1ccc(cc1)C(=O)C)c1cc2N(C(=O)CSc2cc1)CC(OC)=O. The result is 0 (inactive). (3) The compound is S=c1nc(NCC2CCC(CC2)C(=O)NCCCC)c2c([nH]1)cccc2. The result is 0 (inactive). (4) The compound is S1\C(=C/c2n(c3cc(ccc3)C(O)=O)ccc2)C(=O)N(CC(=O)Nc2c(cc(cc2)C)C)C1=O. The result is 1 (active). (5) The drug is S(=O)(=O)(Cc1oc(cc1)C(=O)NC(c1ccccc1)C)Cc1cc(ccc1)C. The result is 0 (inactive). (6) The compound is s1c2c(n(CC(=O)N(Cc3ccccc3)CC)c(=O)n(c2=O)CC(=O)NCc2occc2)cc1. The result is 0 (inactive). (7) The result is 0 (inactive). The drug is O=c1[nH]c2c(cc1CN(c1c(cccc1)C)C(=O)c1occc1)ccc(c2)C. (8) The molecule is O=C(N\N=C\C=1C2C(C(C2)CC1)(C)C)C(=O)N. The result is 0 (inactive). (9) The compound is S=C(N\N=C\c1cc2OCCOc2cc1)N. The result is 0 (inactive). (10) The drug is o1c(C(N2CCCC2)CNC(=O)c2cc(OC)c(OCc3ccccc3)cc2)ccc1. The result is 0 (inactive).